Dataset: Peptide-MHC class I binding affinity with 185,985 pairs from IEDB/IMGT. Task: Regression. Given a peptide amino acid sequence and an MHC pseudo amino acid sequence, predict their binding affinity value. This is MHC class I binding data. (1) The peptide sequence is NTFVNFNSV. The MHC is HLA-A30:01 with pseudo-sequence HLA-A30:01. The binding affinity (normalized) is 0.0294. (2) The binding affinity (normalized) is 1.00. The MHC is HLA-A02:01 with pseudo-sequence HLA-A02:01. The peptide sequence is YMYQYIQEL.